This data is from Catalyst prediction with 721,799 reactions and 888 catalyst types from USPTO. The task is: Predict which catalyst facilitates the given reaction. (1) Reactant: [Si]([O:18][CH2:19][C:20]1[N:21]=[C:22]([C:26]2[CH:31]=[CH:30][CH:29]=[CH:28][CH:27]=2)[N:23]([CH3:25])[CH:24]=1)(C(C)(C)C)(C1C=CC=CC=1)C1C=CC=CC=1.[F-].C([N+](CCCC)(CCCC)CCCC)CCC. Product: [CH3:25][N:23]1[CH:24]=[C:20]([CH2:19][OH:18])[N:21]=[C:22]1[C:26]1[CH:31]=[CH:30][CH:29]=[CH:28][CH:27]=1. The catalyst class is: 1. (2) Reactant: [O:1]=[S:2]1(=[O:34])[C:8]2[CH:9]=[CH:10][CH:11]=[CH:12][C:7]=2[CH2:6][N:5]([C:13]2[CH:22]=[C:21]([N:23]3[CH2:27][CH2:26][C:25]([NH:29]C(=O)C)([CH3:28])[CH2:24]3)[C:20]3[C:15](=[CH:16][CH:17]=[C:18]([CH3:33])[CH:19]=3)[N:14]=2)[CH2:4][CH2:3]1.Cl.C(=O)([O-])[O-].[K+].[K+]. Product: [O:34]=[S:2]1(=[O:1])[C:8]2[CH:9]=[CH:10][CH:11]=[CH:12][C:7]=2[CH2:6][N:5]([C:13]2[CH:22]=[C:21]([N:23]3[CH2:27][CH2:26][C:25]([CH3:28])([NH2:29])[CH2:24]3)[C:20]3[C:15](=[CH:16][CH:17]=[C:18]([CH3:33])[CH:19]=3)[N:14]=2)[CH2:4][CH2:3]1. The catalyst class is: 4. (3) Reactant: [CH3:1][O:2][C:3]1[CH:11]=[C:10]([CH3:12])[CH:9]=[CH:8][C:4]=1[C:5](O)=[O:6].C(Cl)CCl.C1C=CC2N(O)N=[N:23]C=2C=1.N. Product: [CH3:1][O:2][C:3]1[CH:11]=[C:10]([CH3:12])[CH:9]=[CH:8][C:4]=1[C:5]([NH2:23])=[O:6]. The catalyst class is: 4.